Dataset: Forward reaction prediction with 1.9M reactions from USPTO patents (1976-2016). Task: Predict the product of the given reaction. (1) Given the reactants [Cl:1][C:2]1[CH:8]=[CH:7][C:5]([NH2:6])=[C:4]([N+:9]([O-:11])=[O:10])[CH:3]=1.Cl[C:13](=[O:18])[C:14]([O:16]C)=[O:15].[OH-].[Na+:20], predict the reaction product. The product is: [Na+:20].[Cl:1][C:2]1[CH:8]=[CH:7][C:5]([NH:6][C:13](=[O:18])[C:14]([O-:16])=[O:15])=[C:4]([N+:9]([O-:11])=[O:10])[CH:3]=1. (2) Given the reactants [Cl:1][C:2]1[CH:45]=[CH:44][CH:43]=[CH:42][C:3]=1[O:4][CH2:5][CH2:6][CH2:7][O:8][C:9]1[CH:14]=[CH:13][C:12]([CH:15]2[CH2:20][CH2:19][N:18]([C:21]([O:23][C:24]([CH3:27])([CH3:26])[CH3:25])=[O:22])[CH2:17][CH:16]2[O:28][CH2:29][CH2:30][O:31]S(C2C=CC(C)=CC=2)(=O)=O)=[CH:11][CH:10]=1.[F:46][C:47]1[CH:52]=[CH:51][C:50]([CH2:53][CH2:54][NH:55][C:56](=[O:58])[CH3:57])=[C:49](O)[CH:48]=1, predict the reaction product. The product is: [C:56]([NH:55][CH2:54][CH2:53][C:50]1[CH:49]=[CH:48][C:47]([F:46])=[CH:52][C:51]=1[O:31][CH2:30][CH2:29][O:28][CH:16]1[CH:15]([C:12]2[CH:13]=[CH:14][C:9]([O:8][CH2:7][CH2:6][CH2:5][O:4][C:3]3[CH:42]=[CH:43][CH:44]=[CH:45][C:2]=3[Cl:1])=[CH:10][CH:11]=2)[CH2:20][CH2:19][N:18]([C:21]([O:23][C:24]([CH3:25])([CH3:27])[CH3:26])=[O:22])[CH2:17]1)(=[O:58])[CH3:57]. (3) Given the reactants [OH-].[Na+].[NH2:3][C:4]1[C:41]([C:42]([F:45])([F:44])[F:43])=[CH:40][C:7]([CH2:8][C:9]([CH2:20][C:21](=[O:39])[N:22]2[CH2:27][CH2:26][CH:25]([N:28]3[CH2:37][C:36]4[C:31](=[CH:32][CH:33]=[CH:34][CH:35]=4)[NH:30][C:29]3=[O:38])[CH2:24][CH2:23]2)(C(OCC)=O)[C:10]([O:12]CC)=[O:11])=[CH:6][C:5]=1[Cl:46], predict the reaction product. The product is: [NH2:3][C:4]1[C:41]([C:42]([F:44])([F:43])[F:45])=[CH:40][C:7]([CH2:8][CH:9]([CH2:20][C:21](=[O:39])[N:22]2[CH2:27][CH2:26][CH:25]([N:28]3[CH2:37][C:36]4[C:31](=[CH:32][CH:33]=[CH:34][CH:35]=4)[NH:30][C:29]3=[O:38])[CH2:24][CH2:23]2)[C:10]([OH:12])=[O:11])=[CH:6][C:5]=1[Cl:46]. (4) Given the reactants Br[C:2]1[CH:11]=[C:10]2[C:5]([N:6]=[CH:7][C:8]([NH:12][C:13]3[CH:17]=[CH:16][N:15]([CH3:18])[N:14]=3)=[N:9]2)=[CH:4][CH:3]=1.CC1(C)C(C)(C)OB([C:27]2[CH:28]=[C:29]([NH:33][S:34]([C:37]3[CH:42]=[CH:41][CH:40]=[CH:39][CH:38]=3)(=[O:36])=[O:35])[CH:30]=[N:31][CH:32]=2)O1.C(=O)([O-])[O-].[K+].[K+], predict the reaction product. The product is: [CH3:18][N:15]1[CH:16]=[CH:17][C:13]([NH:12][C:8]2[CH:7]=[N:6][C:5]3[C:10]([N:9]=2)=[CH:11][C:2]([C:27]2[CH:28]=[C:29]([NH:33][S:34]([C:37]4[CH:38]=[CH:39][CH:40]=[CH:41][CH:42]=4)(=[O:35])=[O:36])[CH:30]=[N:31][CH:32]=2)=[CH:3][CH:4]=3)=[N:14]1. (5) Given the reactants [CH3:1][N:2]([CH3:4])[NH2:3].[CH:5]([C:8]1[CH:13]=[CH:12][CH:11]=[C:10]([CH:14]([CH3:16])[CH3:15])[C:9]=1[NH:17][C:18]1[C:19](=O)[CH2:20][CH2:21][CH2:22][CH:23]=1)([CH3:7])[CH3:6], predict the reaction product. The product is: [CH3:1][N:2]([CH3:4])/[N:3]=[C:19]1\[CH2:20][CH2:21][CH2:22][CH:23]=[C:18]\1[NH:17][C:9]1[C:10]([CH:14]([CH3:15])[CH3:16])=[CH:11][CH:12]=[CH:13][C:8]=1[CH:5]([CH3:7])[CH3:6]. (6) Given the reactants [CH:1]([C:4]1[CH:5]=[CH:6][C:7]([O:54][CH3:55])=[C:8]([C:10]2[CH:15]=[CH:14][C:13]([C:16]([F:19])([F:18])[F:17])=[CH:12][C:11]=2[CH2:20][N:21]([CH2:34][C:35]2[CH:36]=[C:37]([CH:47]=[C:48]([C:50]([F:53])([F:52])[F:51])[CH:49]=2)[O:38][CH2:39][CH2:40][CH2:41][C:42]([O:44]CC)=[O:43])[C:22]2[N:27]=[CH:26][C:25]([N:28]3[CH2:33][CH2:32][O:31][CH2:30][CH2:29]3)=[CH:24][N:23]=2)[CH:9]=1)([CH3:3])[CH3:2].[OH-].[Na+], predict the reaction product. The product is: [CH:1]([C:4]1[CH:5]=[CH:6][C:7]([O:54][CH3:55])=[C:8]([C:10]2[CH:15]=[CH:14][C:13]([C:16]([F:19])([F:18])[F:17])=[CH:12][C:11]=2[CH2:20][N:21]([CH2:34][C:35]2[CH:36]=[C:37]([CH:47]=[C:48]([C:50]([F:53])([F:51])[F:52])[CH:49]=2)[O:38][CH2:39][CH2:40][CH2:41][C:42]([OH:44])=[O:43])[C:22]2[N:27]=[CH:26][C:25]([N:28]3[CH2:29][CH2:30][O:31][CH2:32][CH2:33]3)=[CH:24][N:23]=2)[CH:9]=1)([CH3:3])[CH3:2]. (7) Given the reactants [NH:1]1[CH2:5][CH2:4][C@@H:3]([NH:6][C:7]2[N:14]=[CH:13][CH:12]=[CH:11][C:8]=2[C:9]#[N:10])[CH2:2]1.[F:15][C:16]1[CH:24]=[CH:23][C:22]([CH:25]=[O:26])=[CH:21][C:17]=1[C:18](O)=[O:19].F[P-](F)(F)(F)(F)F.N1(OC(N(C)C)=[N+](C)C)C2C=CC=CC=2N=N1.C(N(CC)C(C)C)(C)C, predict the reaction product. The product is: [F:15][C:16]1[CH:24]=[CH:23][C:22]([CH:25]=[O:26])=[CH:21][C:17]=1[C:18]([N:1]1[CH2:5][CH2:4][C@@H:3]([NH:6][C:7]2[N:14]=[CH:13][CH:12]=[CH:11][C:8]=2[C:9]#[N:10])[CH2:2]1)=[O:19].